Task: Regression. Given a peptide amino acid sequence and an MHC pseudo amino acid sequence, predict their binding affinity value. This is MHC class I binding data.. Dataset: Peptide-MHC class I binding affinity with 185,985 pairs from IEDB/IMGT (1) The peptide sequence is VRDPKTSEI. The MHC is HLA-B58:01 with pseudo-sequence HLA-B58:01. The binding affinity (normalized) is 0.0847. (2) The peptide sequence is RLLKNMKQCT. The MHC is HLA-A68:02 with pseudo-sequence HLA-A68:02. The binding affinity (normalized) is 0. (3) The peptide sequence is RRSLLAHVR. The MHC is HLA-B18:01 with pseudo-sequence HLA-B18:01. The binding affinity (normalized) is 0.0847. (4) The peptide sequence is VGCVYVKF. The MHC is Mamu-B52 with pseudo-sequence Mamu-B52. The binding affinity (normalized) is 0.726. (5) The peptide sequence is FTYLCGFIK. The MHC is HLA-A68:01 with pseudo-sequence HLA-A68:01. The binding affinity (normalized) is 0.857. (6) The peptide sequence is VMGGNAAEA. The MHC is HLA-A30:01 with pseudo-sequence HLA-A30:01. The binding affinity (normalized) is 0.0847.